From a dataset of Full USPTO retrosynthesis dataset with 1.9M reactions from patents (1976-2016). Predict the reactants needed to synthesize the given product. (1) The reactants are: [OH:1][CH:2]1[CH2:7][O:6][C:5]2([CH2:12][CH2:11][CH:10]([N:13]3[C:18](=[O:19])[C:17]([CH2:20][C:21]4[CH:26]=[CH:25][C:24]([C:27]5[C:28]([C:33]#[N:34])=[CH:29][CH:30]=[CH:31][CH:32]=5)=[CH:23][CH:22]=4)=[C:16]([CH2:35][CH2:36][CH3:37])[N:15]4[N:38]=[CH:39][N:40]=[C:14]34)[CH2:9][CH2:8]2)[O:4][CH2:3]1.N1C(C)=CC=CC=1C.FC(F)(F)S(O[Si:55]([C:58]([CH3:61])([CH3:60])[CH3:59])([CH3:57])[CH3:56])(=O)=O.Cl. Given the product [Si:55]([O:1][CH:2]1[CH2:7][O:6][C:5]2([CH2:12][CH2:11][CH:10]([N:13]3[C:18](=[O:19])[C:17]([CH2:20][C:21]4[CH:26]=[CH:25][C:24]([C:27]5[C:28]([C:33]#[N:34])=[CH:29][CH:30]=[CH:31][CH:32]=5)=[CH:23][CH:22]=4)=[C:16]([CH2:35][CH2:36][CH3:37])[N:15]4[N:38]=[CH:39][N:40]=[C:14]34)[CH2:9][CH2:8]2)[O:4][CH2:3]1)([C:58]([CH3:61])([CH3:60])[CH3:59])([CH3:57])[CH3:56], predict the reactants needed to synthesize it. (2) Given the product [C:4]([C:3]1[C:6]([F:10])=[CH:7][CH:8]=[CH:9][C:2]=1[NH:1][S:11]([NH2:12])(=[O:14])=[O:13])#[N:5], predict the reactants needed to synthesize it. The reactants are: [NH2:1][C:2]1[CH:9]=[CH:8][CH:7]=[C:6]([F:10])[C:3]=1[C:4]#[N:5].[S:11](Cl)(=[O:14])(=[O:13])[NH2:12]. (3) Given the product [CH2:1]([C:3]1[CH:8]=[C:7]([CH3:9])[CH:6]=[C:5]([CH2:10][CH3:11])[C:4]=1[C:12](=[O:18])[C:13]([N:15]([CH3:17])[N:16]=[C:23]([CH3:24])[CH2:22][S:20]([CH3:19])=[O:21])=[O:14])[CH3:2], predict the reactants needed to synthesize it. The reactants are: [CH2:1]([C:3]1[CH:8]=[C:7]([CH3:9])[CH:6]=[C:5]([CH2:10][CH3:11])[C:4]=1[C:12](=[O:18])[C:13]([N:15]([CH3:17])[NH2:16])=[O:14])[CH3:2].[CH3:19][S:20]([CH2:22][C:23](=O)[CH3:24])=[O:21]. (4) Given the product [ClH:41].[Cl:41][C:42]1[CH:61]=[CH:60][C:45]([NH:46][C:47]2[C:56]3[C:51](=[CH:52][C:53]([O:32][CH2:33][CH:34]4[CH2:39][CH2:38][N:37]([CH3:40])[CH2:36][CH2:35]4)=[C:54]([O:57][CH3:58])[CH:55]=3)[N:50]=[CH:49][N:48]=2)=[C:44]([F:62])[CH:43]=1, predict the reactants needed to synthesize it. The reactants are: C1(P(C2C=CC=CC=2)C2C=CC=CC=2)C=CC=CC=1.N(C(OCC)=O)=NC(OCC)=O.[OH:32][CH2:33][CH:34]1[CH2:39][CH2:38][N:37]([CH3:40])[CH2:36][CH2:35]1.[Cl:41][C:42]1[CH:61]=[CH:60][C:45]([NH:46][C:47]2[C:56]3[C:51](=[CH:52][C:53](O)=[C:54]([O:57][CH3:58])[CH:55]=3)[N:50]=[CH:49][N:48]=2)=[C:44]([F:62])[CH:43]=1. (5) Given the product [C:16]([O:20][C:21]([N:23]1[CH2:24][CH2:25][N:26]([CH2:29][CH:30]([OH:31])[CH2:32][N:6]2[C:5]3[CH:4]=[CH:3][C:2]([Br:1])=[CH:14][C:13]=3[C:12]3[C:7]2=[CH:8][CH:9]=[C:10]([Br:15])[CH:11]=3)[CH2:27][CH2:28]1)=[O:22])([CH3:19])([CH3:18])[CH3:17], predict the reactants needed to synthesize it. The reactants are: [Br:1][C:2]1[CH:3]=[CH:4][C:5]2[NH:6][C:7]3[C:12]([C:13]=2[CH:14]=1)=[CH:11][C:10]([Br:15])=[CH:9][CH:8]=3.[C:16]([O:20][C:21]([N:23]1[CH2:28][CH2:27][N:26]([CH2:29][CH:30]2[CH2:32][O:31]2)[CH2:25][CH2:24]1)=[O:22])([CH3:19])([CH3:18])[CH3:17].[H-].[Na+]. (6) Given the product [OH:2][C:3]1[CH:21]=[CH:20][C:6]([CH2:7][S:8][C:9]2[CH:19]=[CH:18][C:12]3[NH:13][C:14](=[O:17])[CH2:15][O:16][C:11]=3[CH:10]=2)=[CH:5][CH:4]=1, predict the reactants needed to synthesize it. The reactants are: C[O:2][C:3]1[CH:21]=[CH:20][C:6]([CH2:7][S:8][C:9]2[CH:19]=[CH:18][C:12]3[NH:13][C:14](=[O:17])[CH2:15][O:16][C:11]=3[CH:10]=2)=[CH:5][CH:4]=1.B(Br)(Br)Br. (7) Given the product [CH3:1][S:2]([C:5]1[C:6]([N:18]([CH3:33])[C:19]2[CH:24]=[CH:23][CH:22]=[C:21]([S:25]([F:30])([F:29])([F:28])([F:27])[F:26])[CH:20]=2)=[CH:7][C:8]([CH3:17])=[C:9]([CH:16]=1)[C:10]([O:38][CH3:35])=[O:11])(=[O:4])=[O:3], predict the reactants needed to synthesize it. The reactants are: [CH3:1][S:2]([C:5]1[C:6]([NH:18][C:19]2[CH:24]=[CH:23][CH:22]=[C:21]([S:25]([F:30])([F:29])([F:28])([F:27])[F:26])[CH:20]=2)=[CH:7][C:8]([CH3:17])=[C:9]([CH:16]=1)[C:10](NC(N)=N)=[O:11])(=[O:4])=[O:3].[H-].[Na+].[CH3:33]I.[C:35]([O-:38])(O)=O.[Na+].